This data is from Reaction yield outcomes from USPTO patents with 853,638 reactions. The task is: Predict the reaction yield, written as a fraction of the theoretical maximum amount of product (1.0 means a 100% yield; for example, 0.34 means a 34% yield). (1) The yield is 0.820. The catalyst is C(Cl)Cl. The product is [OH:12][C:9]1[CH:10]=[C:11]2[C:6]([C:5]([C:14]#[N:15])=[CH:4][N:3]2[CH2:1][CH3:2])=[CH:7][CH:8]=1. The reactants are [CH2:1]([N:3]1[C:11]2[C:6](=[CH:7][CH:8]=[C:9]([O:12]C)[CH:10]=2)[C:5]([C:14]#[N:15])=[CH:4]1)[CH3:2].B(Br)(Br)Br.[OH-].[Na+]. (2) The reactants are [CH3:1][C:2]1[N:7]=[CH:6][C:5](B2OC(C)(C)C(C)(C)O2)=[CH:4][N:3]=1.Br[C:18]1[S:22][C:21]([C:23]([O:25][CH2:26][CH3:27])=[O:24])=[CH:20][CH:19]=1.C([O-])([O-])=O.[Na+].[Na+].O. The catalyst is COCCOC.C1C=CC(P(C2C=CC=CC=2)[C-]2C=CC=C2)=CC=1.C1C=CC(P(C2C=CC=CC=2)[C-]2C=CC=C2)=CC=1.Cl[Pd]Cl.[Fe+2].CCOC(C)=O.CCCCCCC. The product is [CH3:1][C:2]1[N:3]=[CH:4][C:5]([C:18]2[S:22][C:21]([C:23]([O:25][CH2:26][CH3:27])=[O:24])=[CH:20][CH:19]=2)=[CH:6][N:7]=1. The yield is 0.780. (3) The reactants are [CH3:1][O:2][C:3](=[O:13])[CH:4](Br)[C:5]1[CH:10]=[CH:9][CH:8]=[C:7]([F:11])[CH:6]=1.CCN(C(C)C)C(C)C.[NH2:23][C:24]1[CH:29]=[CH:28][CH:27]=[CH:26][CH:25]=1. The catalyst is C(#N)C. The product is [CH3:1][O:2][C:3](=[O:13])[CH:4]([C:5]1[CH:10]=[CH:9][CH:8]=[C:7]([F:11])[CH:6]=1)[NH:23][C:24]1[CH:29]=[CH:28][CH:27]=[CH:26][CH:25]=1. The yield is 0.730. (4) The reactants are [CH3:1][Si:2]([CH3:51])([CH3:50])[CH2:3][CH2:4][O:5][CH2:6][N:7]([CH2:42][O:43][CH2:44][CH2:45][Si:46]([CH3:49])([CH3:48])[CH3:47])[C:8]1[N:13]2[N:14]=[CH:15][C:16]([C:17]3[CH:18]=[N:19][C:20]([C:23]4[CH:28]=[CH:27][CH:26]=[CH:25][CH:24]=4)=[CH:21][CH:22]=3)=[C:12]2[N:11]=[C:10]([CH:29]2[CH2:34][CH2:33][N:32]([C:35]([O:37][C:38]([CH3:41])([CH3:40])[CH3:39])=[O:36])[CH2:31][CH2:30]2)[CH:9]=1.[Br:52]N1C(=O)CCC1=O. The catalyst is CN(C=O)C.CCOC(C)=O. The product is [CH3:49][Si:46]([CH3:48])([CH3:47])[CH2:45][CH2:44][O:43][CH2:42][N:7]([CH2:6][O:5][CH2:4][CH2:3][Si:2]([CH3:1])([CH3:50])[CH3:51])[C:8]1[N:13]2[N:14]=[CH:15][C:16]([C:17]3[CH:18]=[N:19][C:20]([C:23]4[CH:28]=[CH:27][CH:26]=[CH:25][CH:24]=4)=[CH:21][CH:22]=3)=[C:12]2[N:11]=[C:10]([CH:29]2[CH2:34][CH2:33][N:32]([C:35]([O:37][C:38]([CH3:41])([CH3:40])[CH3:39])=[O:36])[CH2:31][CH2:30]2)[C:9]=1[Br:52]. The yield is 0.830. (5) The reactants are [NH2:1][C@@:2]([C:13]1[C:14]([F:20])=[N:15][CH:16]=[C:17]([Br:19])[CH:18]=1)([CH3:12])[CH2:3][S:4]([C:7]([CH3:11])([CH3:10])[C:8]#[N:9])(=[O:6])=[O:5].C[Al](C)C.Cl. The catalyst is ClCCCl. The product is [NH2:9][C:8]1[C:7]([CH3:10])([CH3:11])[S:4](=[O:6])(=[O:5])[CH2:3][C@:2]([C:13]2[C:14]([F:20])=[N:15][CH:16]=[C:17]([Br:19])[CH:18]=2)([CH3:12])[N:1]=1. The yield is 0.790.